From a dataset of Full USPTO retrosynthesis dataset with 1.9M reactions from patents (1976-2016). Predict the reactants needed to synthesize the given product. Given the product [CH2:1]([O:8][C:9](=[O:28])[NH:10][CH2:11][CH2:12][CH2:13][CH2:14][C@H:15]([NH:27][C:33](=[O:34])[C:32]1[CH:36]=[CH:37][CH:38]=[CH:39][C:31]=1[C:30]([F:29])([F:40])[F:41])[C:16]([C:18]1[S:19][C:20]2[CH:26]=[CH:25][CH:24]=[CH:23][C:21]=2[N:22]=1)=[O:17])[C:2]1[CH:7]=[CH:6][CH:5]=[CH:4][CH:3]=1, predict the reactants needed to synthesize it. The reactants are: [CH2:1]([O:8][C:9](=[O:28])[NH:10][CH2:11][CH2:12][CH2:13][CH2:14][C@H:15]([NH2:27])[C:16]([C:18]1[S:19][C:20]2[CH:26]=[CH:25][CH:24]=[CH:23][C:21]=2[N:22]=1)=[O:17])[C:2]1[CH:7]=[CH:6][CH:5]=[CH:4][CH:3]=1.[F:29][C:30]([F:41])([F:40])[C:31]1[CH:39]=[CH:38][CH:37]=[CH:36][C:32]=1[C:33](O)=[O:34].C1C=CC2N(O)N=NC=2C=1.CCN=C=NCCCN(C)C.CCN(C(C)C)C(C)C.